The task is: Predict the reaction yield, written as a fraction of the theoretical maximum amount of product (1.0 means a 100% yield; for example, 0.34 means a 34% yield).. This data is from Reaction yield outcomes from USPTO patents with 853,638 reactions. (1) The reactants are [O:1]1[CH:5]=[CH:4][CH:3]=[C:2]1[C:6]1[N:7]=[C:8]([NH:17]C(=O)OC(C)(C)C)[S:9][C:10]=1[C:11]([CH2:13][CH2:14][O:15][CH3:16])=[O:12]. The catalyst is FC(F)(F)C(O)=O. The product is [CH3:16][O:15][CH2:14][CH2:13][C:11]([C:10]1[S:9][C:8]([NH2:17])=[N:7][C:6]=1[C:2]1[O:1][CH:5]=[CH:4][CH:3]=1)=[O:12]. The yield is 0.870. (2) The reactants are [C:1]([O:5][C:6](=[O:37])[CH2:7][C@H:8]([NH:16][S:17]([C:20]1[CH:25]=[CH:24][C:23]([N+:26]([O-])=O)=[CH:22][C:21]=1[O:29][CH2:30][C:31]1[CH:36]=[CH:35][CH:34]=[CH:33][CH:32]=1)(=[O:19])=[O:18])[CH:9]([O:13][CH2:14][CH3:15])[O:10][CH2:11][CH3:12])([CH3:4])([CH3:3])[CH3:2].[H][H]. The catalyst is [Ni].O1CCCC1. The product is [C:1]([O:5][C:6](=[O:37])[CH2:7][C@H:8]([NH:16][S:17]([C:20]1[CH:25]=[CH:24][C:23]([NH2:26])=[CH:22][C:21]=1[O:29][CH2:30][C:31]1[CH:36]=[CH:35][CH:34]=[CH:33][CH:32]=1)(=[O:19])=[O:18])[CH:9]([O:10][CH2:11][CH3:12])[O:13][CH2:14][CH3:15])([CH3:3])([CH3:4])[CH3:2]. The yield is 1.00. (3) The reactants are [O:1]1[C:5]2[CH:6]=[CH:7][C:8]([C:10]3[O:14][C:13]([SH:15])=[N:12][N:11]=3)=[CH:9][C:4]=2[CH2:3][CH2:2]1.[Cl:16][C:17]1[CH:18]=[C:19]([CH:22]=[CH:23][C:24]=1[O:25][CH3:26])[CH2:20]Br. No catalyst specified. The product is [Cl:16][C:17]1[CH:18]=[C:19]([CH:22]=[CH:23][C:24]=1[O:25][CH3:26])[CH2:20][S:15][C:13]1[O:14][C:10]([C:8]2[CH:7]=[CH:6][C:5]3[O:1][CH2:2][CH2:3][C:4]=3[CH:9]=2)=[N:11][N:12]=1. The yield is 0.870. (4) The reactants are Cl[C:2]1[CH:7]=[CH:6][N:5]=[CH:4][C:3]=1[C:8]1[N:16]=[C:15]([CH3:17])[N:14]=[C:13]2[C:9]=1[N:10]=[CH:11][N:12]2C1CCCCO1.[NH2:24][C:25]1[CH:26]=[CH:27][C:28]([O:31][CH3:32])=[N:29][CH:30]=1.Cl. The catalyst is C(O)C.C([O-])(O)=O.[Na+]. The product is [CH3:32][O:31][C:28]1[N:29]=[CH:30][C:25]([NH:24][C:2]2[CH:7]=[CH:6][N:5]=[CH:4][C:3]=2[C:8]2[N:16]=[C:15]([CH3:17])[N:14]=[C:13]3[C:9]=2[N:10]=[CH:11][NH:12]3)=[CH:26][CH:27]=1. The yield is 0.580. (5) The reactants are C([O:3][C:4]([C:6]1[C:7]([NH:16][C:17]2[CH:22]=[CH:21][C:20]([Br:23])=[CH:19][C:18]=2[F:24])=[CH:8][C:9](=[O:15])[N:10]2[C:14]=1[CH2:13][CH2:12][CH2:11]2)=[O:5])C.C1COCC1.CO.[Li+].[OH-].Cl. The catalyst is C(Cl)(Cl)Cl.CO. The product is [Br:23][C:20]1[CH:21]=[CH:22][C:17]([NH:16][C:7]2[C:6]([C:4]([OH:5])=[O:3])=[C:14]3[N:10]([CH2:11][CH2:12][CH2:13]3)[C:9](=[O:15])[CH:8]=2)=[C:18]([F:24])[CH:19]=1. The yield is 0.920. (6) The reactants are C[O:2][C:3]1[CH:18]=[CH:17][C:6]([O:7][C:8]2[CH:16]=[CH:15][C:11]([C:12]([OH:14])=[O:13])=[CH:10][CH:9]=2)=[CH:5][CH:4]=1. The catalyst is Br.CC(O)=O. The product is [OH:2][C:3]1[CH:18]=[CH:17][C:6]([O:7][C:8]2[CH:16]=[CH:15][C:11]([C:12]([OH:14])=[O:13])=[CH:10][CH:9]=2)=[CH:5][CH:4]=1. The yield is 0.290. (7) The reactants are [F:1][C:2]1[C:7]([O:8][CH3:9])=[CH:6][C:5]([O:10][CH3:11])=[C:4]([F:12])[C:3]=1[N:13]1[CH2:22][C:21]2[C:16](=[N:17][C:18](S(C)=O)=[N:19][CH:20]=2)[N:15]([CH2:26][CH3:27])[C:14]1=[O:28].[NH2:29][CH2:30][C@@H:31]([OH:35])[C@H:32]([OH:34])[CH3:33]. No catalyst specified. The product is [F:1][C:2]1[C:7]([O:8][CH3:9])=[CH:6][C:5]([O:10][CH3:11])=[C:4]([F:12])[C:3]=1[N:13]1[CH2:22][C:21]2[C:16](=[N:17][C:18]([NH:29][CH2:30][CH:31]([OH:35])[CH:32]([OH:34])[CH3:33])=[N:19][CH:20]=2)[N:15]([CH2:26][CH3:27])[C:14]1=[O:28]. The yield is 0.910.